Dataset: Forward reaction prediction with 1.9M reactions from USPTO patents (1976-2016). Task: Predict the product of the given reaction. (1) Given the reactants C(OC([NH:8][C@H:9]([CH2:30][C:31]1[CH:36]=[C:35]([F:37])[C:34]([F:38])=[CH:33][C:32]=1[F:39])[CH2:10][C:11]([N:13]1[CH2:22][C:21]2[N:17]([CH:18]=[N:19][C:20]=2[C:23]([OH:25])=[O:24])[C:16]2[CH:26]=[CH:27][CH:28]=[CH:29][C:15]=2[CH2:14]1)=[O:12])=O)(C)(C)C.[F:40][C:41]([F:46])([F:45])[C:42]([OH:44])=[O:43], predict the reaction product. The product is: [F:40][C:41]([F:46])([F:45])[C:42]([OH:44])=[O:43].[NH2:8][C@H:9]([CH2:30][C:31]1[CH:36]=[C:35]([F:37])[C:34]([F:38])=[CH:33][C:32]=1[F:39])[CH2:10][C:11]([N:13]1[CH2:22][C:21]2[N:17]([CH:18]=[N:19][C:20]=2[C:23]([OH:25])=[O:24])[C:16]2[CH:26]=[CH:27][CH:28]=[CH:29][C:15]=2[CH2:14]1)=[O:12]. (2) Given the reactants [CH3:1][N:2]([CH2:4][C:5]1[C:13]2[O:12][N:11]=[C:10]([CH2:14][CH2:15][CH:16]3[CH2:21][CH2:20][N:19]([C:22]4[CH:27]=[CH:26][N:25]=[CH:24][CH:23]=4)[CH2:18][CH2:17]3)[C:9]=2[CH:8]=[CH:7][C:6]=1[O:28][CH2:29][CH:30]1[CH2:32][CH2:31]1)[CH3:3].[ClH:33], predict the reaction product. The product is: [ClH:33].[ClH:33].[CH3:1][N:2]([CH2:4][C:5]1[C:13]2[O:12][N:11]=[C:10]([CH2:14][CH2:15][CH:16]3[CH2:17][CH2:18][N:19]([C:22]4[CH:23]=[CH:24][N:25]=[CH:26][CH:27]=4)[CH2:20][CH2:21]3)[C:9]=2[CH:8]=[CH:7][C:6]=1[O:28][CH2:29][CH:30]1[CH2:31][CH2:32]1)[CH3:3]. (3) Given the reactants [C:1]([C@H:5]1[CH2:10][CH2:9][C@H:8]([O:11][C:12]2[CH:13]=[C:14]3[C:19](=[CH:20][CH:21]=2)[CH:18]=[C:17]([CH:22]=O)[CH:16]=[CH:15]3)[CH2:7][CH2:6]1)([CH3:4])([CH3:3])[CH3:2].[NH2:24][CH2:25][CH2:26][C:27]([NH:29][S:30]([C:33]1[CH:38]=[CH:37][CH:36]=[CH:35][CH:34]=1)(=[O:32])=[O:31])=[O:28].[BH3-]C#N.[Na+], predict the reaction product. The product is: [C:1]([C@H:5]1[CH2:10][CH2:9][C@H:8]([O:11][C:12]2[CH:13]=[C:14]3[C:19](=[CH:20][CH:21]=2)[CH:18]=[C:17]([CH2:22][NH:24][CH2:25][CH2:26][C:27]([NH:29][S:30]([C:33]2[CH:38]=[CH:37][CH:36]=[CH:35][CH:34]=2)(=[O:32])=[O:31])=[O:28])[CH:16]=[CH:15]3)[CH2:7][CH2:6]1)([CH3:4])([CH3:3])[CH3:2].